Task: Predict the product of the given reaction.. Dataset: Forward reaction prediction with 1.9M reactions from USPTO patents (1976-2016) (1) Given the reactants [CH3:1][O:2][CH2:3][CH:4]1[CH2:9][NH:8][CH2:7][CH2:6][NH:5]1.FC(F)(F)S(O[C:16]1[C:25]2[C:20](=[CH:21][C:22]([F:26])=[CH:23][CH:24]=2)[CH:19]=[CH:18][CH:17]=1)(=O)=O, predict the reaction product. The product is: [F:26][C:22]1[CH:21]=[C:20]2[C:25](=[CH:24][CH:23]=1)[C:16]([N:8]1[CH2:7][CH2:6][NH:5][CH:4]([CH2:3][O:2][CH3:1])[CH2:9]1)=[CH:17][CH:18]=[CH:19]2. (2) Given the reactants B(Cl)(Cl)Cl.C([O:12][CH2:13][CH2:14][N:15]([C:22]1[CH:27]=[C:26]([CH3:28])[C:25]([Br:29])=[C:24]([CH3:30])[CH:23]=1)[C:16]([NH:18][CH2:19][CH2:20][OH:21])=[O:17])C1C=CC=CC=1.C(=O)(O)[O-].[Na+], predict the reaction product. The product is: [Br:29][C:25]1[C:24]([CH3:30])=[CH:23][C:22]([N:15]([CH2:14][CH2:13][OH:12])[C:16]([NH:18][CH2:19][CH2:20][OH:21])=[O:17])=[CH:27][C:26]=1[CH3:28].